This data is from Forward reaction prediction with 1.9M reactions from USPTO patents (1976-2016). The task is: Predict the product of the given reaction. (1) Given the reactants [Br:1][C:2]1[CH:10]=[CH:9][C:5]([C:6](Cl)=[O:7])=[CH:4][CH:3]=1.C(N(C(C)C)CC)(C)C.[CH3:20][NH:21][O:22][CH3:23], predict the reaction product. The product is: [Br:1][C:2]1[CH:10]=[CH:9][C:5]([C:6]([N:21]([O:22][CH3:23])[CH3:20])=[O:7])=[CH:4][CH:3]=1. (2) Given the reactants [CH2:1]([O:3][C:4](=[O:20])[CH2:5][C:6]1[CH:11]=[CH:10][CH:9]=[C:8]([O:12][Si:13]([C:16]([CH3:19])([CH3:18])[CH3:17])([CH3:15])[CH3:14])[CH:7]=1)[CH3:2].C([O-])(=O)C.[K+].[Br:26]Br, predict the reaction product. The product is: [CH2:1]([O:3][C:4](=[O:20])[CH2:5][C:6]1[CH:7]=[C:8]([O:12][Si:13]([C:16]([CH3:19])([CH3:18])[CH3:17])([CH3:15])[CH3:14])[CH:9]=[CH:10][C:11]=1[Br:26])[CH3:2].